From a dataset of Catalyst prediction with 721,799 reactions and 888 catalyst types from USPTO. Predict which catalyst facilitates the given reaction. (1) Reactant: [CH2:1]([Mg]Br)[CH3:2].C(O[C:8](=[O:16])[C:9]([N:11]([CH2:14][CH3:15])[CH2:12][CH3:13])=[O:10])C.C(O)(=O)C.O. Product: [CH2:14]([N:11]([CH2:12][CH3:13])[C:9](=[O:10])[C:8](=[O:16])[CH2:1][CH3:2])[CH3:15]. The catalyst class is: 27. (2) Reactant: [CH3:1][C:2]1[CH:7]=[C:6]([N+:8]([O-:10])=[O:9])[CH:5]=[C:4]([CH3:11])[C:3]=1[C:12]1[N:13]=[C:14]([NH2:17])[S:15][CH:16]=1.Cl.[C:19](Cl)(=[O:26])[C:20]1[CH:25]=[CH:24][N:23]=[CH:22][CH:21]=1. Product: [CH3:11][C:4]1[CH:5]=[C:6]([N+:8]([O-:10])=[O:9])[CH:7]=[C:2]([CH3:1])[C:3]=1[C:12]1[N:13]=[C:14]([NH:17][C:19](=[O:26])[C:20]2[CH:25]=[CH:24][N:23]=[CH:22][CH:21]=2)[S:15][CH:16]=1. The catalyst class is: 64. (3) Reactant: [CH:1]([C@@H:4]1[CH2:9][CH2:8][C@H:7]([O:10][C:11]2[CH:12]=[C:13]3[C:18](=[CH:19][CH:20]=2)[CH:17]=[C:16]([CH2:21][N:22]2[CH2:25][CH:24]([CH:26]4[CH2:31][CH2:30][CH2:29][CH:28]([C:32]([O:34]C)=[O:33])[CH2:27]4)[CH2:23]2)[CH:15]=[CH:14]3)[CH2:6][CH2:5]1)([CH3:3])[CH3:2].[OH-].[Na+].Cl. Product: [CH:1]([C@@H:4]1[CH2:9][CH2:8][C@H:7]([O:10][C:11]2[CH:12]=[C:13]3[C:18](=[CH:19][CH:20]=2)[CH:17]=[C:16]([CH2:21][N:22]2[CH2:23][CH:24]([CH:26]4[CH2:31][CH2:30][CH2:29][CH:28]([C:32]([OH:34])=[O:33])[CH2:27]4)[CH2:25]2)[CH:15]=[CH:14]3)[CH2:6][CH2:5]1)([CH3:3])[CH3:2]. The catalyst class is: 24. (4) Reactant: [CH3:1][N:2]([CH2:13][CH:14]1[CH2:18][CH2:17][N:16]([CH3:19])[CH2:15]1)[C:3]1[O:4][C:5]2[CH:11]=[CH:10][C:9]([NH2:12])=[CH:8][C:6]=2[N:7]=1.[CH:20]1([C:26]2[CH:34]=[CH:33][C:29]([C:30](O)=[O:31])=[CH:28][CH:27]=2)[CH2:25][CH2:24][CH2:23][CH2:22][CH2:21]1.CN(C(ON1N=NC2C=CC=NC1=2)=[N+](C)C)C.F[P-](F)(F)(F)(F)F.C(Cl)Cl. Product: [CH:20]1([C:26]2[CH:27]=[CH:28][C:29]([C:30]([NH:12][C:9]3[CH:10]=[CH:11][C:5]4[O:4][C:3]([N:2]([CH3:1])[CH2:13][CH:14]5[CH2:18][CH2:17][N:16]([CH3:19])[CH2:15]5)=[N:7][C:6]=4[CH:8]=3)=[O:31])=[CH:33][CH:34]=2)[CH2:21][CH2:22][CH2:23][CH2:24][CH2:25]1. The catalyst class is: 61.